This data is from Experimentally validated miRNA-target interactions with 360,000+ pairs, plus equal number of negative samples. The task is: Binary Classification. Given a miRNA mature sequence and a target amino acid sequence, predict their likelihood of interaction. (1) The miRNA is hsa-miR-603 with sequence CACACACUGCAAUUACUUUUGC. The protein sequence of the target gene is MDPSVTLWQFLLQLLREQGNGHIISWTSRDGGEFKLVDAEEVARLWGLRKNKTNMNYDKLSRALRYYYDKNIIRKVSGQKFVYKFVSYPEVAGCSTEDCPPQPEVSVTSTMPNVAPAAIHAAPGDTVSGKPGTPKGAGMAGPGGLARSSRNEYMRSGLYSTFTIQSLQPQPPPHPRPAVVLPSAAPAGAAAPPSGSRSTSPSPLEACLEAEEAGLPLQVILTPPEAPNLKSEELNVEPGLGRALPPEVKVEGPKEELEVAGERGFVPETTKAEPEVPPQEGVPARLPAVVMDTAGQAGGH.... Result: 1 (interaction). (2) The miRNA is hsa-miR-4500 with sequence UGAGGUAGUAGUUUCUU. The protein sequence of the target gene is MAEDKTKPSELDQGKYDADDNVKIICLGDSAVGKSKLMERFLMDGFQPQQLSTYALTLYKHTATVDGKTILVDFWDTAGQERFQSMHASYYHKAHACIMVFDIQRKVTYRNLSTWYTELREFRPEIPCIVVANKIDDINVTQKSFNFAKKFSLPLYFVSAADGTNVVKLFNDAIRLAVSYKQNSQDFMDEIFQELENFSLEQEEEDVPDQEQSSSIETPSEEVASPHS. Result: 1 (interaction).